Task: Predict the reactants needed to synthesize the given product.. Dataset: Full USPTO retrosynthesis dataset with 1.9M reactions from patents (1976-2016) (1) Given the product [F:16][C:5]1[CH:4]=[C:3]([CH2:2][CH:19]2[CH2:20][CH2:21][CH2:22][C:18]2=[O:17])[C:8]([F:9])=[CH:7][C:6]=1[CH:10]([CH3:15])[C:11]([OH:13])=[O:12], predict the reactants needed to synthesize it. The reactants are: Br[CH2:2][C:3]1[C:8]([F:9])=[CH:7][C:6]([CH:10]([CH3:15])[C:11]([O:13]C)=[O:12])=[C:5]([F:16])[CH:4]=1.[O:17]=[C:18]1[CH2:22][CH2:21][CH2:20][CH:19]1C(OC)=O.C(=O)([O-])[O-].[K+].[K+]. (2) The reactants are: [CH3:1][C@@H:2]1[CH2:24][C:23]2[C:25](=[O:26])[C:18](=[CH:19][C:20]([C:22]=2OC)=[O:21])[NH:17][C:15](=[O:16])[C:14]([CH3:29])=[CH:13][CH:12]=[CH:11][C@H:10]([O:30][CH3:31])[C@@H:9]([O:32][C:33]([NH2:35])=[O:34])[C:8]([CH3:36])=[CH:7][C@H:6]([CH3:37])[C@@H:5]([OH:38])[C@@H:4]([O:39][CH3:40])[CH2:3]1.[CH3:41][N:42]([CH3:46])[CH2:43][CH2:44][NH2:45]. Given the product [CH3:1][C@@H:2]1[CH2:24][C:23]2[C:25](=[O:26])[C:18](=[CH:19][C:20]([C:22]=2[NH:45][CH2:44][CH2:43][N:42]([CH3:46])[CH3:41])=[O:21])[NH:17][C:15](=[O:16])[C:14]([CH3:29])=[CH:13][CH:12]=[CH:11][C@H:10]([O:30][CH3:31])[C@@H:9]([O:32][C:33]([NH2:35])=[O:34])[C:8]([CH3:36])=[CH:7][C@H:6]([CH3:37])[C@@H:5]([OH:38])[C@@H:4]([O:39][CH3:40])[CH2:3]1, predict the reactants needed to synthesize it. (3) Given the product [S:13]1[C:17]2[CH:18]=[C:19]([NH:22][C:2]([NH:27][CH2:26][CH:25]([O:28][CH3:29])[O:24][CH3:23])=[O:4])[CH:20]=[CH:21][C:16]=2[N:15]=[CH:14]1, predict the reactants needed to synthesize it. The reactants are: Cl[C:2](Cl)([O:4]C(=O)OC(Cl)(Cl)Cl)Cl.[S:13]1[C:17]2[CH:18]=[C:19]([NH2:22])[CH:20]=[CH:21][C:16]=2[N:15]=[CH:14]1.[CH3:23][O:24][CH:25]([O:28][CH3:29])[CH2:26][NH2:27].C(OC(=O)C)C. (4) Given the product [Br:1][C:2]1[CH:7]=[CH:6][N:5]=[C:4]2[N:8]([S:14]([CH3:13])(=[O:16])=[O:15])[CH:9]=[CH:10][C:3]=12, predict the reactants needed to synthesize it. The reactants are: [Br:1][C:2]1[CH:7]=[CH:6][N:5]=[C:4]2[NH:8][CH:9]=[CH:10][C:3]=12.[H-].[Na+].[CH3:13][S:14](Cl)(=[O:16])=[O:15]. (5) The reactants are: [CH3:1][C:2]1([N:13]([CH3:42])[C:14]2[C:15]([C:38]([F:41])([F:40])[F:39])=[CH:16][C:17]3[O:36][CH2:35][C:20]4=[N:21][N:22](COCC[Si](C)(C)C)[C:23](=[O:26])[CH:24]([CH3:25])[N:19]4[C:18]=3[CH:37]=2)[CH2:5][N:4](C(OC(C)(C)C)=O)[CH2:3]1.[C:43]([OH:49])([C:45]([F:48])([F:47])[F:46])=[O:44]. Given the product [F:46][C:45]([F:48])([F:47])[C:43]([OH:49])=[O:44].[CH3:25][C@@H:24]1[C:23](=[O:26])[NH:22][N:21]=[C:20]2[CH2:35][O:36][C:17]3[CH:16]=[C:15]([C:38]([F:40])([F:39])[F:41])[C:14]([N:13]([CH3:42])[C:2]4([CH3:1])[CH2:3][NH:4][CH2:5]4)=[CH:37][C:18]=3[N:19]12, predict the reactants needed to synthesize it.